This data is from Reaction yield outcomes from USPTO patents with 853,638 reactions. The task is: Predict the reaction yield, written as a fraction of the theoretical maximum amount of product (1.0 means a 100% yield; for example, 0.34 means a 34% yield). (1) The reactants are [Cl:1][C:2]1[CH:3]=[C:4]([C:8]2[N:13]=[C:12]3[CH2:14][CH2:15][CH2:16][C:11]3=[C:10]([N:17]=C(C3C=CC=CC=3)C3C=CC=CC=3)[CH:9]=2)[CH:5]=[CH:6][CH:7]=1.Cl. The catalyst is C1COCC1. The product is [Cl:1][C:2]1[CH:3]=[C:4]([C:8]2[N:13]=[C:12]3[CH2:14][CH2:15][CH2:16][C:11]3=[C:10]([NH2:17])[CH:9]=2)[CH:5]=[CH:6][CH:7]=1. The yield is 0.890. (2) The reactants are Br[C:2]1[CH:7]=[CH:6][C:5]([S:8]([NH:11][CH2:12][CH3:13])(=[O:10])=[O:9])=[CH:4][CH:3]=1.[C:14]([C:16]1[N:20]([CH3:21])[C:19](B(O)O)=[CH:18][CH:17]=1)#[N:15].[F-].[K+].C(P(C(C)(C)C)C(C)(C)C)(C)(C)C. The catalyst is C1C=CC(/C=C/C(/C=C/C2C=CC=CC=2)=O)=CC=1.C1C=CC(/C=C/C(/C=C/C2C=CC=CC=2)=O)=CC=1.C1C=CC(/C=C/C(/C=C/C2C=CC=CC=2)=O)=CC=1.[Pd].[Pd]. The product is [C:14]([C:16]1[N:20]([CH3:21])[C:19]([C:2]2[CH:7]=[CH:6][C:5]([S:8]([NH:11][CH2:12][CH3:13])(=[O:10])=[O:9])=[CH:4][CH:3]=2)=[CH:18][CH:17]=1)#[N:15]. The yield is 0.130. (3) The reactants are [O:1]1[CH:5]=[CH:4][CH:3]=[C:2]1[C:6]1[N:10]2[N:11]=[C:12]([C:15]3[CH:20]=[CH:19][CH:18]=[C:17]([N+:21]([O-])=O)[CH:16]=3)[CH:13]=[CH:14][C:9]2=[N:8][N:7]=1.Cl[Sn]Cl.ClCCl.C([O-])(O)=O.[Na+]. The catalyst is C(O)C. The product is [O:1]1[CH:5]=[CH:4][CH:3]=[C:2]1[C:6]1[N:10]2[N:11]=[C:12]([C:15]3[CH:16]=[C:17]([CH:18]=[CH:19][CH:20]=3)[NH2:21])[CH:13]=[CH:14][C:9]2=[N:8][N:7]=1. The yield is 0.810. (4) The reactants are C(OC(=O)[NH:7][CH:8]([CH3:16])[CH2:9][N:10]1[CH2:15][CH2:14][O:13][CH2:12][CH2:11]1)(C)(C)C.Cl. The catalyst is CO. The product is [CH3:16][C@H:8]([NH2:7])[CH2:9][N:10]1[CH2:15][CH2:14][O:13][CH2:12][CH2:11]1. The yield is 0.960.